From a dataset of Catalyst prediction with 721,799 reactions and 888 catalyst types from USPTO. Predict which catalyst facilitates the given reaction. (1) Reactant: [I:1][C:2]1[CH:13]=[CH:12][C:5]([CH2:6][C@@H:7]([C:9]([OH:11])=[O:10])[NH2:8])=[CH:4][CH:3]=1.S(Cl)(Cl)=O.[CH3:18]O. Product: [CH3:18][O:10][C:9](=[O:11])[C@H:7]([CH2:6][C:5]1[CH:4]=[CH:3][C:2]([I:1])=[CH:13][CH:12]=1)[NH2:8]. The catalyst class is: 813. (2) Reactant: [NH:1]1[C:9]2[C:4](=[CH:5][C:6]([N:10]3[CH:14]=[C:13]([C:15]([O:17]CC)=[O:16])[C:12]([C:20]([F:23])([F:22])[F:21])=[N:11]3)=[CH:7][CH:8]=2)[CH:3]=[CH:2]1.[OH-].[Na+]. Product: [NH:1]1[C:9]2[C:4](=[CH:5][C:6]([N:10]3[CH:14]=[C:13]([C:15]([OH:17])=[O:16])[C:12]([C:20]([F:23])([F:22])[F:21])=[N:11]3)=[CH:7][CH:8]=2)[CH:3]=[CH:2]1. The catalyst class is: 301. (3) Reactant: [OH:1][CH2:2][CH2:3][CH2:4][C:5]1[CH:10]=[CH:9][C:8]([CH2:11][C:12]2[C:13]([O:21][C@@H:22]3[O:39][C@H:38]([CH2:40][O:41]C(=O)C)[C@@H:33]([O:34]C(=O)C)[C@H:28]([O:29]C(=O)C)[C@H:23]3[O:24]C(=O)C)=[N:14][NH:15][C:16]=2[C:17]([F:20])([F:19])[F:18])=[CH:7][CH:6]=1.C[O-].[Na+]. Product: [C@@H:22]1([O:21][C:13]2[C:12]([CH2:11][C:8]3[CH:7]=[CH:6][C:5]([CH2:4][CH2:3][CH2:2][OH:1])=[CH:10][CH:9]=3)=[C:16]([C:17]([F:20])([F:19])[F:18])[NH:15][N:14]=2)[O:39][C@H:38]([CH2:40][OH:41])[C@@H:33]([OH:34])[C@H:28]([OH:29])[C@H:23]1[OH:24]. The catalyst class is: 5. (4) Reactant: [NH2:1][C:2]1[CH:3]=[C:4]([CH:9]=[CH:10][CH:11]=1)[C:5]([O:7][CH3:8])=[O:6].[Cl:12][C:13]1[CH:14]=[C:15]([C:20]2[CH:21]=[C:22]([S:26](Cl)(=[O:28])=[O:27])[CH:23]=[CH:24][CH:25]=2)[CH:16]=[C:17]([Cl:19])[CH:18]=1.[Li+:30].[OH-].[CH3:32][C:33]([OH:35])=[O:34]. Product: [Cl:19][C:17]1[CH:16]=[C:15]([C:20]2[CH:25]=[CH:24][CH:23]=[C:22]([S:26]([NH:1][C:2]3[CH:3]=[C:4]([CH:9]=[CH:10][CH:11]=3)[C:5]([O:7][CH3:8])=[O:6])(=[O:28])=[O:27])[CH:21]=2)[CH:14]=[C:13]([Cl:12])[CH:18]=1.[Cl:19][C:17]1[CH:16]=[C:15]([C:20]2[CH:21]=[C:22]([S:26]([NH:1][C:2]3[CH:3]=[C:4]([CH:9]=[CH:10][CH:11]=3)[C:5]([OH:7])=[O:6])(=[O:28])=[O:27])[CH:23]=[CH:24][CH:25]=2)[CH:14]=[C:13]([Cl:12])[CH:18]=1.[Li:30][O:34][C:33]([CH3:32])=[O:35]. The catalyst class is: 1. (5) Reactant: [C:1]1([S:7]([CH:10]=[CH:11][CH3:12])(=[O:9])=[O:8])[CH:6]=[CH:5][CH:4]=[CH:3][CH:2]=1.C1(CC(Cl)CS(CC(Cl)CC2C=CC=CC=2)(=O)=O)C=CC=CC=1.C(N(CC)CC)C. Product: [C:1]1([S:7]([CH2:10][CH:11]=[CH2:12])(=[O:9])=[O:8])[CH:6]=[CH:5][CH:4]=[CH:3][CH:2]=1. The catalyst class is: 1. (6) Reactant: [N:1]1[CH:6]=[CH:5][CH:4]=[C:3]([NH2:7])[CH:2]=1.[Br:8][C:9]1[CH:10]=[CH:11][C:12]([O:18][CH2:19][C:20]2[CH:25]=[CH:24][CH:23]=[CH:22][CH:21]=2)=[C:13]([CH:17]=1)[C:14](O)=[O:15].C1C=CC2N(O)N=NC=2C=1.C(Cl)CCl. Product: [Br:8][C:9]1[CH:10]=[CH:11][C:12]([O:18][CH2:19][C:20]2[CH:21]=[CH:22][CH:23]=[CH:24][CH:25]=2)=[C:13]([CH:17]=1)[C:14]([NH:7][C:3]1[CH:2]=[N:1][CH:6]=[CH:5][CH:4]=1)=[O:15]. The catalyst class is: 2.